Task: Predict the reactants needed to synthesize the given product.. Dataset: Full USPTO retrosynthesis dataset with 1.9M reactions from patents (1976-2016) (1) The reactants are: Br[C:2]1[CH:3]=[C:4]2[O:10][C:9]([NH:11][C:12]([O:14][C:15]([CH3:18])([CH3:17])[CH3:16])=[O:13])=[C:8]([C:19]([O:21][CH2:22][CH3:23])=[O:20])[C:5]2=[N:6][CH:7]=1.[CH:24]1([B-](F)(F)F)[CH2:26][CH2:25]1.[K+].C([O-])([O-])=O.[Cs+].[Cs+].C12(P(C34CC5CC(CC(C5)C3)C4)CCCC)CC3CC(CC(C3)C1)C2. Given the product [C:15]([O:14][C:12]([NH:11][C:9]1[O:10][C:4]2[C:5](=[N:6][CH:7]=[C:2]([CH:24]3[CH2:26][CH2:25]3)[CH:3]=2)[C:8]=1[C:19]([O:21][CH2:22][CH3:23])=[O:20])=[O:13])([CH3:18])([CH3:17])[CH3:16], predict the reactants needed to synthesize it. (2) Given the product [C:31]([O:30][C:28](=[O:29])[NH:27][C:17]1[CH:18]=[C:19]2[C:25](=[O:26])[NH:24][N:23]=[CH:22][C:21]3=[C:13]([Cl:1])[NH:14][C:15]([CH:16]=1)=[C:20]23)([CH3:34])([CH3:33])[CH3:32], predict the reactants needed to synthesize it. The reactants are: [Cl:1]N1C(=O)CCC1=O.COC([C:13]1[NH:14][C:15]2[CH:16]=[C:17]([NH:27][C:28]([O:30][C:31]([CH3:34])([CH3:33])[CH3:32])=[O:29])[CH:18]=[C:19]3[C:25](=[O:26])[NH:24][N:23]=[CH:22][C:21]=1[C:20]=23)=O.CO.C(OCC)(=O)C. (3) Given the product [Cl:1][C:2]1[CH:7]=[C:6]([NH:24][CH2:25][C:26]([CH3:29])([OH:28])[CH3:27])[N:5]2[N:9]=[C:10]([C:12]3[C:13]([CH3:23])=[N:14][C:15]4[C:20](=[CH:19][C:18]([F:22])=[CH:17][CH:16]=4)[N:21]=3)[CH:11]=[C:4]2[N:3]=1, predict the reactants needed to synthesize it. The reactants are: [Cl:1][C:2]1[CH:7]=[C:6](Cl)[N:5]2[N:9]=[C:10]([C:12]3[C:13]([CH3:23])=[N:14][C:15]4[C:20]([N:21]=3)=[CH:19][C:18]([F:22])=[CH:17][CH:16]=4)[CH:11]=[C:4]2[N:3]=1.[NH2:24][CH2:25][C:26]([CH3:29])([OH:28])[CH3:27].C(=O)([O-])[O-].[K+].[K+].O.